From a dataset of Forward reaction prediction with 1.9M reactions from USPTO patents (1976-2016). Predict the product of the given reaction. (1) Given the reactants [CH3:1][C:2]1[CH:10]=[C:9]([N+:11]([O-])=O)[CH:8]=[C:7]2[C:3]=1[CH:4]=[N:5][NH:6]2.I[CH3:15], predict the reaction product. The product is: [CH3:15][N:6]1[C:7]2[C:3](=[C:2]([CH3:1])[CH:10]=[C:9]([NH2:11])[CH:8]=2)[CH:4]=[N:5]1.[CH3:15][N:5]1[CH:4]=[C:3]2[C:7]([CH:8]=[C:9]([NH2:11])[CH:10]=[C:2]2[CH3:1])=[N:6]1. (2) Given the reactants [Cl:1][C:2]1[CH:7]=[CH:6][C:5]([S:8][C:9]2[C:17]3[C:12](=[N:13][CH:14]=[CH:15][CH:16]=3)[NH:11][C:10]=2[C:18]([O:20]C)=[O:19])=[CH:4][CH:3]=1.C1COCC1.CO.[OH-].[Na+], predict the reaction product. The product is: [Cl:1][C:2]1[CH:7]=[CH:6][C:5]([S:8][C:9]2[C:17]3[C:12](=[N:13][CH:14]=[CH:15][CH:16]=3)[NH:11][C:10]=2[C:18]([OH:20])=[O:19])=[CH:4][CH:3]=1. (3) Given the reactants CC(C)([O-])C.[K+].[Cl:7][C:8]1[CH:13]=[CH:12][C:11]([C:14]2[O:15][CH:16]=[C:17]([CH2:19][OH:20])[N:18]=2)=[CH:10][CH:9]=1.[NH2:21][C:22]1[C:27]([C:28]#[N:29])=[C:26]([C:30]2[CH:35]=[CH:34][C:33]([O:36][CH2:37][C@H:38]3[CH2:42][O:41][C:40]([CH3:44])([CH3:43])[O:39]3)=[CH:32][CH:31]=2)[C:25]([C:45]#[N:46])=[C:24](SC2C=CC=CC=2)[N:23]=1.O, predict the reaction product. The product is: [NH2:21][C:22]1[C:27]([C:28]#[N:29])=[C:26]([C:30]2[CH:31]=[CH:32][C:33]([O:36][CH2:37][C@H:38]3[CH2:42][O:41][C:40]([CH3:44])([CH3:43])[O:39]3)=[CH:34][CH:35]=2)[C:25]([C:45]#[N:46])=[C:24]([O:20][CH2:19][C:17]2[N:18]=[C:14]([C:11]3[CH:10]=[CH:9][C:8]([Cl:7])=[CH:13][CH:12]=3)[O:15][CH:16]=2)[N:23]=1. (4) Given the reactants C[Si](N)(C)C.[K].[N:7]12[CH2:15][CH:11]([CH2:12][CH2:13][CH2:14]1)[CH:10]([OH:16])[CH2:9][CH2:8]2.[Cl:17][C:18]1[N:19]=[N:20][C:21](Cl)=[CH:22][CH:23]=1, predict the reaction product. The product is: [Cl:17][C:18]1[N:19]=[N:20][C:21]([O:16][CH:10]2[CH:11]3[CH2:15][N:7]([CH2:14][CH2:13][CH2:12]3)[CH2:8][CH2:9]2)=[CH:22][CH:23]=1. (5) Given the reactants [Cl:1][C:2]1[CH:11]=[C:10]2[C:5]([C:6]([OH:15])=[C:7](C(O)=O)[CH:8]=[N:9]2)=[CH:4][C:3]=1[I:16], predict the reaction product. The product is: [Cl:1][C:2]1[CH:11]=[C:10]2[C:5]([C:6]([OH:15])=[CH:7][CH:8]=[N:9]2)=[CH:4][C:3]=1[I:16]. (6) Given the reactants [Br:1][CH2:2][C:3]1[CH:8]=[CH:7][C:6]([CH2:9][C:10]([OH:12])=[O:11])=[CH:5][CH:4]=1.S(Cl)(Cl)=O.[C:17]([O-])(O)=O.[Na+], predict the reaction product. The product is: [Br:1][CH2:2][C:3]1[CH:4]=[CH:5][C:6]([CH2:9][C:10]([O:12][CH3:17])=[O:11])=[CH:7][CH:8]=1. (7) Given the reactants NC1C=C(C=CC=1)O[C:6]1[CH:11]=[CH:10][N:9]=[C:8]([C:12]([NH2:14])=O)[CH:7]=1.[NH2:18][C:19]1[CH:24]=[CH:23][C:22]([OH:25])=[CH:21][C:20]=1[F:26].ClC1C=CN=C(C#N)C=1, predict the reaction product. The product is: [NH2:18][C:19]1[CH:24]=[CH:23][C:22]([O:25][C:6]2[CH:11]=[CH:10][N:9]=[C:8]([C:12]#[N:14])[CH:7]=2)=[CH:21][C:20]=1[F:26].